Predict the reactants needed to synthesize the given product. From a dataset of Full USPTO retrosynthesis dataset with 1.9M reactions from patents (1976-2016). (1) Given the product [CH3:18][O:19][C:20]1[CH:21]=[C:22]([C:2]2[C:11]3[C:6](=[CH:7][CH:8]=[CH:9][CH:10]=3)[CH:5]=[C:4]([NH:12][C:13]3[CH:17]=[CH:16][NH:15][N:14]=3)[N:3]=2)[CH:23]=[CH:24][C:25]=1[O:26][CH3:27], predict the reactants needed to synthesize it. The reactants are: Cl[C:2]1[C:11]2[C:6](=[CH:7][CH:8]=[CH:9][CH:10]=2)[CH:5]=[C:4]([NH:12][C:13]2[CH:17]=[CH:16][NH:15][N:14]=2)[N:3]=1.[CH3:18][O:19][C:20]1[CH:21]=[C:22](B(O)O)[CH:23]=[CH:24][C:25]=1[O:26][CH3:27]. (2) Given the product [CH2:1]([O:3][C:4]([C:6]1[C:7]([OH:21])=[C:8]2[C:14]([Cl:29])=[CH:13][N:12]([C:15]3[CH:16]=[CH:17][CH:18]=[CH:19][CH:20]=3)[C:9]2=[CH:10][N:11]=1)=[O:5])[CH3:2], predict the reactants needed to synthesize it. The reactants are: [CH2:1]([O:3][C:4]([C:6]1[C:7]([OH:21])=[C:8]2[CH:14]=[CH:13][N:12]([C:15]3[CH:20]=[CH:19][CH:18]=[CH:17][CH:16]=3)[C:9]2=[CH:10][N:11]=1)=[O:5])[CH3:2].C1C(=O)N([Cl:29])C(=O)C1.C(OOC(C1C=CC=CC=1)=O)(C1C=CC=CC=1)=O. (3) Given the product [Cl:10][C:6]1[C:7]([CH:8]=[O:9])=[C:2]([NH:16][CH:13]2[CH2:15][CH2:14]2)[N:3]=[C:4]([S:11][CH3:12])[N:5]=1, predict the reactants needed to synthesize it. The reactants are: Cl[C:2]1[C:7]([CH:8]=[O:9])=[C:6]([Cl:10])[N:5]=[C:4]([S:11][CH3:12])[N:3]=1.[CH:13]1([NH2:16])[CH2:15][CH2:14]1. (4) Given the product [C:35]([O:34][C:32]([N:31]1[CH:9]2[CH2:8][CH2:7][CH:6]1[C:5]([C:3]([OH:4])=[O:2])=[C:11]([C:12]1[CH:13]=[CH:14][C:15]([O:18][CH2:19][CH2:20][O:21][C:22]3[C:23]([Cl:30])=[CH:24][C:25]([CH3:29])=[CH:26][C:27]=3[Cl:28])=[CH:16][CH:17]=1)[CH2:10]2)=[O:33])([CH3:38])([CH3:36])[CH3:37], predict the reactants needed to synthesize it. The reactants are: C[O:2][C:3]([C:5]1[CH:6]2[N:31]([C:32]([O:34][C:35]([CH3:38])([CH3:37])[CH3:36])=[O:33])[CH:9]([CH2:10][C:11]=1[C:12]1[CH:17]=[CH:16][C:15]([O:18][CH2:19][CH2:20][O:21][C:22]3[C:27]([Cl:28])=[CH:26][C:25]([CH3:29])=[CH:24][C:23]=3[Cl:30])=[CH:14][CH:13]=1)[CH2:8][CH2:7]2)=[O:4].[OH-].[Na+].